This data is from Peptide-MHC class I binding affinity with 185,985 pairs from IEDB/IMGT. The task is: Regression. Given a peptide amino acid sequence and an MHC pseudo amino acid sequence, predict their binding affinity value. This is MHC class I binding data. (1) The peptide sequence is MDSNTVSSF. The MHC is HLA-B40:01 with pseudo-sequence HLA-B40:01. The binding affinity (normalized) is 0. (2) The peptide sequence is RFIIFLFILL. The MHC is Patr-A0901 with pseudo-sequence Patr-A0901. The binding affinity (normalized) is 0.431. (3) The peptide sequence is VTPDNFSSLIK. The MHC is Mamu-A01 with pseudo-sequence Mamu-A01. The binding affinity (normalized) is 0.621. (4) The peptide sequence is ILAGPMPVTV. The MHC is HLA-A02:01 with pseudo-sequence HLA-A02:01. The binding affinity (normalized) is 0.833. (5) The peptide sequence is ACMDGFEVV. The MHC is HLA-A31:01 with pseudo-sequence HLA-A31:01. The binding affinity (normalized) is 0.0847. (6) The peptide sequence is FNPMIVELA. The MHC is HLA-A68:02 with pseudo-sequence HLA-A68:02. The binding affinity (normalized) is 0.317.